This data is from Reaction yield outcomes from USPTO patents with 853,638 reactions. The task is: Predict the reaction yield, written as a fraction of the theoretical maximum amount of product (1.0 means a 100% yield; for example, 0.34 means a 34% yield). (1) The reactants are [Br:1][C:2]1[CH:3]=[CH:4][C:5]2[C:13]3[CH:9]([CH:10]([C:15]4[CH:20]=[CH:19][C:18]([O:21][C:22]([F:25])([F:24])[F:23])=[CH:17][CH:16]=4)[N:11]([CH3:14])[N:12]=3)[CH2:8][CH2:7][C:6]=2[CH:26]=1.C(C1C(=O)C(Cl)=C(Cl)C(=O)C=1C#N)#N. The catalyst is O1CCOCC1. The product is [Br:1][C:2]1[CH:3]=[CH:4][C:5]2[C:13]3[C:9](=[C:10]([C:15]4[CH:16]=[CH:17][C:18]([O:21][C:22]([F:23])([F:24])[F:25])=[CH:19][CH:20]=4)[N:11]([CH3:14])[N:12]=3)[CH:8]=[CH:7][C:6]=2[CH:26]=1. The yield is 0.908. (2) The product is [C:1]([O:4][C@H:5]1[C@H:9]([O:10][C:11](=[O:13])[CH3:12])[C@@H:8]([CH2:14][O:15][Si:16]([CH:23]([CH3:25])[CH3:24])([CH:20]([CH3:22])[CH3:21])[CH:17]([CH3:19])[CH3:18])[O:7][C@H:6]1[N:26]1[CH:34]=[N:33][C:32]2[C:27]1=[N:28][CH:29]=[N:30][C:31]=2[Br:40])(=[O:3])[CH3:2]. The yield is 0.520. The catalyst is BrCBr.ClCCl. The reactants are [C:1]([O:4][C@H:5]1[C@H:9]([O:10][C:11](=[O:13])[CH3:12])[C@@H:8]([CH2:14][O:15][Si:16]([CH:23]([CH3:25])[CH3:24])([CH:20]([CH3:22])[CH3:21])[CH:17]([CH3:19])[CH3:18])[O:7][C@H:6]1[N:26]1[CH:34]=[N:33][C:32]2[C:27]1=[N:28][CH:29]=[N:30][C:31]=2N)(=[O:3])[CH3:2].C[Si]([Br:40])(C)C.C(ON=O)(C)(C)C.C(=O)(O)[O-].[Na+]. (3) The reactants are C([N:4]1[C:12]2[C:7](=[CH:8][C:9]([C:13](Cl)=[O:14])=[CH:10][CH:11]=2)[C:6]([C:16]2[CH:21]=[CH:20][C:19]([F:22])=[CH:18][CH:17]=2)=[N:5]1)(=O)C.[NH2:23][CH2:24][C:25]1[CH:30]=[CH:29][CH:28]=[CH:27][N:26]=1. The catalyst is N1C=CC=CC=1. The product is [F:22][C:19]1[CH:18]=[CH:17][C:16]([C:6]2[C:7]3[C:12](=[CH:11][CH:10]=[C:9]([C:13]([NH:23][CH2:24][C:25]4[CH:30]=[CH:29][CH:28]=[CH:27][N:26]=4)=[O:14])[CH:8]=3)[NH:4][N:5]=2)=[CH:21][CH:20]=1. The yield is 0.320. (4) The reactants are [N+:1]([C:4]1[CH:5]=[C:6]2[C:11](=[CH:12][CH:13]=1)[O:10][CH:9]([C:14]([NH2:16])=[O:15])[CH2:8][CH2:7]2)([O-])=O. The catalyst is [Pd].C(O)C. The product is [NH2:1][C:4]1[CH:5]=[C:6]2[C:11](=[CH:12][CH:13]=1)[O:10][CH:9]([C:14]([NH2:16])=[O:15])[CH2:8][CH2:7]2. The yield is 1.00. (5) The reactants are [Cl:1][C:2]1[CH:7]=[C:6]([C:8]#[C:9][CH3:10])[CH:5]=[C:4]([Cl:11])[C:3]=1[C:12]1[C:13](=[O:26])[CH:14]([CH2:19][C:20]2[CH:25]=[CH:24][CH:23]=[CH:22][N:21]=2)[CH2:15][C:16]=1[O:17]C.N1CCOCC1. No catalyst specified. The product is [Cl:1][C:2]1[CH:7]=[C:6]([C:8]#[C:9][CH3:10])[CH:5]=[C:4]([Cl:11])[C:3]=1[CH:12]1[C:13](=[O:26])[CH:14]([CH2:19][C:20]2[CH:25]=[CH:24][CH:23]=[CH:22][N:21]=2)[CH2:15][C:16]1=[O:17]. The yield is 0.360. (6) The reactants are C(OC([N:8]1[CH2:11][CH:10]([C:12]2[CH:13]=[N:14][C:15]([Cl:18])=[CH:16][CH:17]=2)[CH2:9]1)=O)(C)(C)C. The catalyst is C(Cl)Cl. The product is [ClH:18].[ClH:18].[NH:8]1[CH2:11][CH:10]([C:12]2[CH:17]=[CH:16][C:15]([Cl:18])=[N:14][CH:13]=2)[CH2:9]1. The yield is 0.830. (7) The reactants are [NH2:1][CH:2]1[CH2:5][N:4]([C:6]2[S:7][C:8]3[C:14]([C:15]([O:17][CH2:18][CH3:19])=[O:16])=[CH:13][CH:12]=[CH:11][C:9]=3[N:10]=2)[CH2:3]1.[Cl:20][C:21]1[N:22]=[C:23]([C:28](O)=[O:29])[NH:24][C:25]=1[CH2:26][CH3:27].CCN=C=NCCCN(C)C.Cl.ON1C2C=CC=CC=2N=N1.CN1CCOCC1. The product is [Cl:20][C:21]1[N:22]=[C:23]([C:28]([NH:1][CH:2]2[CH2:5][N:4]([C:6]3[S:7][C:8]4[C:14]([C:15]([O:17][CH2:18][CH3:19])=[O:16])=[CH:13][CH:12]=[CH:11][C:9]=4[N:10]=3)[CH2:3]2)=[O:29])[NH:24][C:25]=1[CH2:26][CH3:27]. No catalyst specified. The yield is 0.850. (8) The reactants are [NH:1]1[C:5]2[CH:6]=[CH:7][C:8]([C:10]([OH:12])=O)=[CH:9][C:4]=2[N:3]=[CH:2]1.[CH3:13][O:14][C:15]1[CH:28]=[CH:27][C:18]2[C@@H:19]3[C@H:24]([CH2:25][CH2:26][C:17]=2[CH:16]=1)[NH:23][CH2:22][CH2:21][CH2:20]3. No catalyst specified. The product is [NH:1]1[C:5]2[CH:6]=[CH:7][C:8]([C:10]([N:23]3[C@@H:24]4[C@@H:19]([C:18]5[CH:27]=[CH:28][C:15]([O:14][CH3:13])=[CH:16][C:17]=5[CH2:26][CH2:25]4)[CH2:20][CH2:21][CH2:22]3)=[O:12])=[CH:9][C:4]=2[N:3]=[CH:2]1. The yield is 0.780. (9) The reactants are [CH:1]([C:4]1[CH:12]=[CH:11][C:7]([C:8]([OH:10])=O)=[CH:6][CH:5]=1)([CH3:3])[CH3:2].C(N(CC)CC)C.C(OC(Cl)=O)C(C)C.[NH:28]([CH2:30][C:31]([O:33][CH2:34][CH3:35])=[O:32])[NH2:29]. The catalyst is ClCCl.C1COCC1. The product is [CH2:34]([O:33][C:31](=[O:32])[CH2:30][NH:28][NH:29][C:8](=[O:10])[C:7]1[CH:6]=[CH:5][C:4]([CH:1]([CH3:2])[CH3:3])=[CH:12][CH:11]=1)[CH3:35]. The yield is 0.970.